From a dataset of Reaction yield outcomes from USPTO patents with 853,638 reactions. Predict the reaction yield, written as a fraction of the theoretical maximum amount of product (1.0 means a 100% yield; for example, 0.34 means a 34% yield). (1) The reactants are [CH3:1][S:2]([C:4]1[CH:10]=[CH:9][CH:8]=[CH:7][C:5]=1[NH2:6])=[O:3].P(=O)(O)(O)O.[N+]([O-])(O)=O.[N:20]([O-])=O.[Na+].C([O-])(=O)C.[K+].[C:29]([CH2:32][C:33](=[O:35])[CH3:34])(=[O:31])[CH3:30]. The catalyst is O.C(O)C. The product is [CH3:1][S:2]([C:4]1[CH:10]=[CH:9][CH:8]=[CH:7][C:5]=1[NH:6][N:20]=[C:32]([C:33](=[O:35])[CH3:34])[C:29](=[O:31])[CH3:30])=[O:3]. The yield is 0.770. (2) The reactants are [N:1]1([C:6]2[CH:11]=[CH:10][C:9]([C:12](=[O:27])[CH2:13][CH:14]([C:19]3[CH:24]=[C:23]([Cl:25])[CH:22]=[C:21]([Cl:26])[CH:20]=3)[C:15]([F:18])([F:17])[F:16])=[CH:8][CH:7]=2)[CH:5]=[N:4][CH:3]=[N:2]1.[CH3:28][Mg]Br. The catalyst is C1COCC1. The product is [N:1]1([C:6]2[CH:7]=[CH:8][C:9]([C:12]([OH:27])([CH2:13][CH:14]([C:19]3[CH:24]=[C:23]([Cl:25])[CH:22]=[C:21]([Cl:26])[CH:20]=3)[C:15]([F:18])([F:16])[F:17])[CH3:28])=[CH:10][CH:11]=2)[CH:5]=[N:4][CH:3]=[N:2]1. The yield is 0.320. (3) The reactants are [CH2:1]([C:3]1[S:28][C:6]2[N:7]([CH2:13][C:14]3[CH:19]=[CH:18][C:17]([C:20]4[C:21]([C:26]#[N:27])=[CH:22][CH:23]=[CH:24][CH:25]=4)=[CH:16][CH:15]=3)[C:8](=[O:12])[NH:9][C:10](=[O:11])[C:5]=2[CH:4]=1)[CH3:2].[C:29]([Si:33]([CH3:43])([CH3:42])[O:34][CH2:35][C:36]([CH3:41])([CH:38]1[CH2:40][O:39]1)[CH3:37])([CH3:32])([CH3:31])[CH3:30].C(=O)([O-])[O-].[K+].[K+].CN(C)C=O. The catalyst is O.C(OCC)(=O)C. The product is [Si:33]([O:34][CH2:35][C:36]([CH3:37])([CH3:41])[CH:38]([OH:39])[CH2:40][N:9]1[C:10](=[O:11])[C:5]2[CH:4]=[C:3]([CH2:1][CH3:2])[S:28][C:6]=2[N:7]([CH2:13][C:14]2[CH:19]=[CH:18][C:17]([C:20]3[C:21]([C:26]#[N:27])=[CH:22][CH:23]=[CH:24][CH:25]=3)=[CH:16][CH:15]=2)[C:8]1=[O:12])([C:29]([CH3:32])([CH3:31])[CH3:30])([CH3:43])[CH3:42]. The yield is 0.430. (4) The reactants are Cl[C:2]1[CH:7]=[CH:6][C:5]([N+:8]([O-:10])=[O:9])=[CH:4][C:3]=1[O:11][CH3:12].[CH3:13][C:14]1[N:15]=[CH:16][NH:17][CH:18]=1.[OH-].[K+]. The catalyst is CS(C)=O. The product is [CH3:12][O:11][C:3]1[CH:4]=[C:5]([N+:8]([O-:10])=[O:9])[CH:6]=[CH:7][C:2]=1[N:17]1[CH:18]=[C:14]([CH3:13])[N:15]=[CH:16]1. The yield is 0.450.